From a dataset of Reaction yield outcomes from USPTO patents with 853,638 reactions. Predict the reaction yield, written as a fraction of the theoretical maximum amount of product (1.0 means a 100% yield; for example, 0.34 means a 34% yield). (1) The catalyst is O1CCCC1.C(OCC)(=O)C. The product is [CH3:8][O:9][C:10]1[CH:11]=[C:12]([CH:16]=[CH:17][C:18]=1[N+:19]([O-:21])=[O:20])[C:13]([NH2:1])=[O:14]. The reactants are [NH3:1].O1CCOCC1.[CH3:8][O:9][C:10]1[CH:11]=[C:12]([CH:16]=[CH:17][C:18]=1[N+:19]([O-:21])=[O:20])[C:13](Cl)=[O:14]. The yield is 0.810. (2) The reactants are C([O:3][C:4](=[O:29])[C:5]([CH3:28])([CH3:27])[CH2:6][CH2:7][CH2:8][CH2:9][CH:10]([C:20]1[CH:25]=[CH:24][CH:23]=[CH:22][C:21]=1[Cl:26])[N:11]1[CH2:16][CH2:15][C:14]2[S:17][CH:18]=[CH:19][C:13]=2[CH2:12]1)C.O.[OH-].[K+]. The catalyst is C(O)C. The product is [Cl:26][C:21]1[CH:22]=[CH:23][CH:24]=[CH:25][C:20]=1[CH:10]([N:11]1[CH2:16][CH2:15][C:14]2[S:17][CH:18]=[CH:19][C:13]=2[CH2:12]1)[CH2:9][CH2:8][CH2:7][CH2:6][C:5]([CH3:28])([CH3:27])[C:4]([OH:29])=[O:3]. The yield is 0.716. (3) The reactants are [C:1]1(=[O:14])[C:6]2[S:7][C:8]3[CH2:13][CH2:12][CH2:11][CH2:10][C:9]=3[C:5]=2[CH2:4][CH2:3][NH:2]1.[C:15]([O:18][CH2:19][C:20]1[C:25]([Br:26])=[CH:24][CH:23]=[CH:22][C:21]=1Br)(=[O:17])[CH3:16].C(=O)([O-])[O-].[Cs+].[Cs+].CNCCNC. The catalyst is [Cu](I)I.O1CCOCC1. The product is [C:15]([O:18][CH2:19][C:20]1[C:21]([N:2]2[CH2:3][CH2:4][C:5]3[C:9]4[CH2:10][CH2:11][CH2:12][CH2:13][C:8]=4[S:7][C:6]=3[C:1]2=[O:14])=[CH:22][CH:23]=[CH:24][C:25]=1[Br:26])(=[O:17])[CH3:16]. The yield is 0.300. (4) The reactants are Br[C:2]1[CH:7]=[CH:6][C:5]([Cl:8])=[C:4]([O:9][CH3:10])[CH:3]=1.C([Li])CCC.C[O:17][B:18](OC)[O:19]C. The catalyst is C1(C)C=CC=CC=1.C1COCC1. The product is [Cl:8][C:5]1[CH:6]=[CH:7][C:2]([B:18]([OH:19])[OH:17])=[CH:3][C:4]=1[O:9][CH3:10]. The yield is 0.650. (5) The reactants are [Cl:1][C:2]1[CH:7]=[CH:6][C:5]([N+:8]([O-])=O)=[CH:4][C:3]=1[C:11]1[O:12][C:13]2[CH:19]=[CH:18][C:17]([CH3:20])=[CH:16][C:14]=2[N:15]=1.S(S([O-])=O)([O-])=O.[Na+].[Na+]. No catalyst specified. The product is [NH2:8][C:5]1[CH:6]=[CH:7][C:2]([Cl:1])=[C:3]([C:11]2[O:12][C:13]3[CH:19]=[CH:18][C:17]([CH3:20])=[CH:16][C:14]=3[N:15]=2)[CH:4]=1. The yield is 0.900.